This data is from Full USPTO retrosynthesis dataset with 1.9M reactions from patents (1976-2016). The task is: Predict the reactants needed to synthesize the given product. (1) Given the product [NH2:5][CH:4]([C:17]1[CH:22]=[CH:21][CH:20]=[CH:19][CH:18]=1)[C:3]([N:2]([CH3:16])[CH3:1])([CH2:6][O:7][Si:8]([C:11]([CH3:12])([CH3:14])[CH3:13])([CH3:10])[CH3:9])[CH3:15], predict the reactants needed to synthesize it. The reactants are: [CH3:1][N:2]([CH3:16])[C:3]([CH3:15])([CH2:6][O:7][Si:8]([C:11]([CH3:14])([CH3:13])[CH3:12])([CH3:10])[CH3:9])[C:4]#[N:5].[C:17]1([Li])[CH:22]=[CH:21][CH:20]=[CH:19][CH:18]=1.[BH4-].[Na+].NC(C1C=CC=CC=1)C1(N(C)C)CCCC1. (2) Given the product [CH3:3][N:2]([CH2:4][C:5]1[CH:10]=[CH:9][C:8]([NH2:11])=[CH:7][CH:6]=1)[CH3:1], predict the reactants needed to synthesize it. The reactants are: [CH3:1][N:2]([CH2:4][C:5]1[CH:10]=[CH:9][C:8]([N+:11]([O-])=O)=[CH:7][CH:6]=1)[CH3:3].C(O)C.Cl.